Dataset: Forward reaction prediction with 1.9M reactions from USPTO patents (1976-2016). Task: Predict the product of the given reaction. The product is: [Cl:15][C:16]1[CH:25]=[C:24]([NH:26][C:12]([C:6]2[S:7][C:8]([CH:9]([CH3:10])[CH3:11])=[C:4]([CH:1]([CH3:2])[CH3:3])[CH:5]=2)=[O:14])[CH:23]=[CH:22][C:17]=1[C:18]([O:20][CH3:21])=[O:19]. Given the reactants [CH:1]([C:4]1[CH:5]=[C:6]([C:12]([OH:14])=O)[S:7][C:8]=1[CH:9]([CH3:11])[CH3:10])([CH3:3])[CH3:2].[Cl:15][C:16]1[CH:25]=[C:24]([NH2:26])[CH:23]=[CH:22][C:17]=1[C:18]([O:20][CH3:21])=[O:19], predict the reaction product.